The task is: Predict which catalyst facilitates the given reaction.. This data is from Catalyst prediction with 721,799 reactions and 888 catalyst types from USPTO. (1) Reactant: Cl[C:2]1[C:3]([C:8]#[N:9])=[N:4][CH:5]=[CH:6][N:7]=1.[CH3:10][O:11][C:12]1[CH:17]=[CH:16][C:15]([CH2:18][NH2:19])=[CH:14][CH:13]=1.C(N(CC)C(C)C)(C)C. Product: [CH3:10][O:11][C:12]1[CH:17]=[CH:16][C:15]([CH2:18][NH:19][C:2]2[C:3]([C:8]#[N:9])=[N:4][CH:5]=[CH:6][N:7]=2)=[CH:14][CH:13]=1. The catalyst class is: 4. (2) Reactant: [N+:1]([CH:4]([C:8](=O)[CH2:9][CH2:10][CH2:11][CH2:12][CH2:13][C:14]1[CH:19]=[CH:18][CH:17]=[CH:16][CH:15]=1)[CH2:5][CH2:6][CH3:7])([O-])=O.Cl.[N:22]#[C:23][NH2:24]. Product: [C:14]1([CH2:13][CH2:12][CH2:11][CH2:10][CH2:9][C:8]2[N:22]=[C:23]([NH2:24])[NH:1][C:4]=2[CH2:5][CH2:6][CH3:7])[CH:19]=[CH:18][CH:17]=[CH:16][CH:15]=1. The catalyst class is: 45. (3) Reactant: [Br:1][CH2:2][CH2:3][CH2:4][O:5][C:6]1[CH:11]=[CH:10][CH:9]=[CH:8][CH:7]=1.[Cl-].[Cl-].[Cl-].[Al+3].[I:16][C:17]1[CH:25]=[CH:24][C:20]([C:21](Cl)=[O:22])=[CH:19][CH:18]=1. Product: [Br:1][CH2:2][CH2:3][CH2:4][O:5][C:6]1[CH:11]=[CH:10][C:9]([C:21]([C:20]2[CH:24]=[CH:25][C:17]([I:16])=[CH:18][CH:19]=2)=[O:22])=[CH:8][CH:7]=1. The catalyst class is: 2. (4) Reactant: [Cl:1][C:2]1[CH:9]=[C:8]([C:10]2[CH:11]=[N:12][CH:13]=[C:14]([F:18])[C:15]=2[CH:16]=[O:17])[CH:7]=[CH:6][C:3]=1[C:4]#[N:5].[BH4-].[Na+].C(Cl)Cl. Product: [Cl:1][C:2]1[CH:9]=[C:8]([C:10]2[CH:11]=[N:12][CH:13]=[C:14]([F:18])[C:15]=2[CH2:16][OH:17])[CH:7]=[CH:6][C:3]=1[C:4]#[N:5]. The catalyst class is: 20. (5) Reactant: [C:1]([C:3]1[C:8]([F:9])=[CH:7][CH:6]=[CH:5][C:4]=1[S:10](Cl)(=[O:12])=[O:11])#[N:2].Cl.[O:15]=[C:16]1[CH2:20][CH2:19][NH:18][CH2:17]1.C(N(CC)CC)C. Product: [F:9][C:8]1[CH:7]=[CH:6][CH:5]=[C:4]([S:10]([N:18]2[CH2:19][CH2:20][C:16](=[O:15])[CH2:17]2)(=[O:12])=[O:11])[C:3]=1[C:1]#[N:2]. The catalyst class is: 7. (6) Reactant: [OH:1][CH:2]1[CH2:5][N:4]([C:6]([C:8]2[CH:13]=[C:12]([S:14]([CH3:17])(=[O:16])=[O:15])[CH:11]=[CH:10][C:9]=2[O:18][CH:19]([CH3:21])[CH3:20])=[O:7])[CH2:3]1.F[C:23]1[CH:28]=[CH:27][C:26]([C:29]([F:32])([F:31])[F:30])=[CH:25][CH:24]=1.C(=O)([O-])[O-].[Cs+].[Cs+]. Product: [CH:19]([O:18][C:9]1[CH:10]=[CH:11][C:12]([S:14]([CH3:17])(=[O:16])=[O:15])=[CH:13][C:8]=1[C:6]([N:4]1[CH2:5][CH:2]([O:1][C:23]2[CH:28]=[CH:27][C:26]([C:29]([F:32])([F:31])[F:30])=[CH:25][CH:24]=2)[CH2:3]1)=[O:7])([CH3:21])[CH3:20]. The catalyst class is: 10. (7) Reactant: [Cl:1][C:2]1[CH:17]=[CH:16][CH:15]=[CH:14][C:3]=1[CH2:4][C:5]1([CH3:13])[N:9]([CH3:10])[C:8](=[O:11])[NH:7][C:6]1=[O:12].C([O-])([O-])=O.[K+].[K+].Br[CH2:25][C:26]([C:28]1[CH:33]=[CH:32][CH:31]=[CH:30][CH:29]=1)=[O:27]. Product: [Cl:1][C:2]1[CH:17]=[CH:16][CH:15]=[CH:14][C:3]=1[CH2:4][C:5]1([CH3:13])[N:9]([CH3:10])[C:8](=[O:11])[N:7]([CH2:25][C:26](=[O:27])[C:28]2[CH:33]=[CH:32][CH:31]=[CH:30][CH:29]=2)[C:6]1=[O:12]. The catalyst class is: 3.